This data is from Full USPTO retrosynthesis dataset with 1.9M reactions from patents (1976-2016). The task is: Predict the reactants needed to synthesize the given product. Given the product [OH2:12].[CH3:49][C:37]1[CH:42]=[CH:41][C:40]([S:43]([NH:46][C:47](=[O:48])[O:27][CH2:26][CH2:25][CH2:24][C:14]2[CH:15]=[CH:16][C:17]([O:19][CH2:20][CH2:21][O:22][CH3:23])=[CH:18][C:13]=2[O:12][C:3]2[C:2]([Cl:1])=[CH:7][C:6]([C:8]([F:9])([F:11])[F:10])=[CH:5][N:4]=2)(=[O:45])=[O:44])=[CH:39][CH:38]=1, predict the reactants needed to synthesize it. The reactants are: [Cl:1][C:2]1[C:3]([O:12][C:13]2[CH:18]=[C:17]([O:19][CH2:20][CH2:21][O:22][CH3:23])[CH:16]=[CH:15][C:14]=2[CH2:24][CH2:25][CH2:26][OH:27])=[N:4][CH:5]=[C:6]([C:8]([F:11])([F:10])[F:9])[CH:7]=1.C(N(CC)C(C)C)(C)C.[C:37]1([CH3:49])[CH:42]=[CH:41][C:40]([S:43]([N:46]=[C:47]=[O:48])(=[O:45])=[O:44])=[CH:39][CH:38]=1.Cl.C(OC(=O)C)(=O)C.C(=O)([O-])O.[Na+].